From a dataset of Peptide-MHC class I binding affinity with 185,985 pairs from IEDB/IMGT. Regression. Given a peptide amino acid sequence and an MHC pseudo amino acid sequence, predict their binding affinity value. This is MHC class I binding data. The peptide sequence is GVIDTMRIY. The MHC is HLA-A11:01 with pseudo-sequence HLA-A11:01. The binding affinity (normalized) is 0.589.